From a dataset of Forward reaction prediction with 1.9M reactions from USPTO patents (1976-2016). Predict the product of the given reaction. (1) Given the reactants [N+:1]([C:4]1[CH:5]=[C:6]([C:10]2[O:11][C:12]3[CH:17]=[CH:16][N:15]=[CH:14][C:13]=3[N:18]=2)[CH:7]=[CH:8][CH:9]=1)([O-])=O.[NH4+].[Cl-], predict the reaction product. The product is: [O:11]1[C:12]2[CH:17]=[CH:16][N:15]=[CH:14][C:13]=2[N:18]=[C:10]1[C:6]1[CH:5]=[C:4]([NH2:1])[CH:9]=[CH:8][CH:7]=1. (2) Given the reactants [CH2:1]([O:8][C:9]1[CH:14]=[CH:13][C:12]([NH:15][C:16]2[C:25]3[C:20](=[CH:21][CH:22]=[C:23]([C:26]4[N:30]([CH3:31])[C:29]([CH:32]=O)=[CH:28][N:27]=4)[CH:24]=3)[N:19]=[CH:18][N:17]=2)=[CH:11][CH:10]=1)[C:2]1[CH:7]=[CH:6][CH:5]=[CH:4][CH:3]=1.C(O)(=O)C.[NH:38]1[CH2:45][CH2:44][CH2:43][C@H:39]1[C:40]([NH2:42])=[O:41].C(O[BH3-])(=O)C.[Na+], predict the reaction product. The product is: [CH2:1]([O:8][C:9]1[CH:14]=[CH:13][C:12]([NH:15][C:16]2[C:25]3[C:20](=[CH:21][CH:22]=[C:23]([C:26]4[N:30]([CH3:31])[C:29]([CH2:32][N:38]5[CH2:45][CH2:44][CH2:43][C@H:39]5[C:40]([NH2:42])=[O:41])=[CH:28][N:27]=4)[CH:24]=3)[N:19]=[CH:18][N:17]=2)=[CH:11][CH:10]=1)[C:2]1[CH:3]=[CH:4][CH:5]=[CH:6][CH:7]=1. (3) Given the reactants [Cl:1][C:2]1[C:3]([NH:23][CH3:24])=[N:4][C:5]([NH:8][C:9]2[CH:18]=[CH:17][C:12]([C:13]([O:15]C)=[O:14])=[CH:11][C:10]=2[O:19][CH:20]([F:22])[F:21])=[N:6][CH:7]=1.[OH-].[Li+].Cl, predict the reaction product. The product is: [Cl:1][C:2]1[C:3]([NH:23][CH3:24])=[N:4][C:5]([NH:8][C:9]2[CH:18]=[CH:17][C:12]([C:13]([OH:15])=[O:14])=[CH:11][C:10]=2[O:19][CH:20]([F:21])[F:22])=[N:6][CH:7]=1. (4) Given the reactants [F:1][C:2]([F:13])([F:12])[C:3]1[CH:11]=[CH:10][CH:9]=[CH:8][C:4]=1[C:5](Cl)=[O:6].[CH3:14][NH2:15], predict the reaction product. The product is: [CH3:14][NH:15][C:5](=[O:6])[C:4]1[CH:8]=[CH:9][CH:10]=[CH:11][C:3]=1[C:2]([F:13])([F:12])[F:1].